Dataset: NCI-60 drug combinations with 297,098 pairs across 59 cell lines. Task: Regression. Given two drug SMILES strings and cell line genomic features, predict the synergy score measuring deviation from expected non-interaction effect. (1) Drug 1: C1=NC2=C(N1)C(=S)N=C(N2)N. Drug 2: CC(C)NC(=O)C1=CC=C(C=C1)CNNC.Cl. Cell line: NCI-H522. Synergy scores: CSS=17.4, Synergy_ZIP=-2.90, Synergy_Bliss=-0.907, Synergy_Loewe=-24.4, Synergy_HSA=-2.06. (2) Drug 1: C1CN1P(=S)(N2CC2)N3CC3. Drug 2: CC1C(C(CC(O1)OC2CC(CC3=C2C(=C4C(=C3O)C(=O)C5=CC=CC=C5C4=O)O)(C(=O)C)O)N)O. Cell line: MDA-MB-435. Synergy scores: CSS=60.0, Synergy_ZIP=-3.41, Synergy_Bliss=-0.612, Synergy_Loewe=-0.218, Synergy_HSA=2.86. (3) Drug 1: C1CC(=O)NC(=O)C1N2CC3=C(C2=O)C=CC=C3N. Drug 2: CS(=O)(=O)CCNCC1=CC=C(O1)C2=CC3=C(C=C2)N=CN=C3NC4=CC(=C(C=C4)OCC5=CC(=CC=C5)F)Cl. Cell line: UO-31. Synergy scores: CSS=7.03, Synergy_ZIP=-2.22, Synergy_Bliss=-2.13, Synergy_Loewe=-8.45, Synergy_HSA=-2.61. (4) Drug 1: CN1CCC(CC1)COC2=C(C=C3C(=C2)N=CN=C3NC4=C(C=C(C=C4)Br)F)OC. Drug 2: CCC(=C(C1=CC=CC=C1)C2=CC=C(C=C2)OCCN(C)C)C3=CC=CC=C3.C(C(=O)O)C(CC(=O)O)(C(=O)O)O. Cell line: UACC-257. Synergy scores: CSS=7.43, Synergy_ZIP=0.706, Synergy_Bliss=5.54, Synergy_Loewe=-0.223, Synergy_HSA=2.16. (5) Drug 1: CN(C)C1=NC(=NC(=N1)N(C)C)N(C)C. Drug 2: B(C(CC(C)C)NC(=O)C(CC1=CC=CC=C1)NC(=O)C2=NC=CN=C2)(O)O. Cell line: SW-620. Synergy scores: CSS=14.3, Synergy_ZIP=10.5, Synergy_Bliss=10.6, Synergy_Loewe=-2.73, Synergy_HSA=7.65.